Predict the reaction yield, written as a fraction of the theoretical maximum amount of product (1.0 means a 100% yield; for example, 0.34 means a 34% yield). From a dataset of Reaction yield outcomes from USPTO patents with 853,638 reactions. (1) The reactants are [S:1]1[C:5]2[CH:6]=[C:7]([S:10]([NH:13][C@H:14]([CH2:45][O:46][Si:47]([C:60]([CH3:63])([CH3:62])[CH3:61])([C:54]3[CH:59]=[CH:58][CH:57]=[CH:56][CH:55]=3)[C:48]3[CH:53]=[CH:52][CH:51]=[CH:50][CH:49]=3)[CH2:15][CH2:16][C:17]3[CH:22]=[CH:21][CH:20]=[CH:19][C:18]=3[NH:23][C:24](=[O:44])[C@H:25]([CH:31]([C:38]3[CH:43]=[CH:42][CH:41]=[CH:40][CH:39]=3)[C:32]3[CH:37]=[CH:36][CH:35]=[CH:34][CH:33]=3)[NH:26][C:27]([O:29][CH3:30])=[O:28])(=[O:12])=[O:11])[CH:8]=[CH:9][C:4]=2[N:3]=[CH:2]1.[O:64]1[CH:68]=[C:67]([CH2:69]O)[CH:66]=[N:65]1. The catalyst is C(O)CC(C)C. The product is [S:1]1[C:5]2[CH:6]=[C:7]([S:10]([N:13]([CH2:69][C:67]3[CH:66]=[N:65][O:64][CH:68]=3)[C@H:14]([CH2:45][O:46][Si:47]([C:60]([CH3:63])([CH3:62])[CH3:61])([C:54]3[CH:55]=[CH:56][CH:57]=[CH:58][CH:59]=3)[C:48]3[CH:53]=[CH:52][CH:51]=[CH:50][CH:49]=3)[CH2:15][CH2:16][C:17]3[CH:22]=[CH:21][CH:20]=[CH:19][C:18]=3[NH:23][C:24](=[O:44])[C@H:25]([CH:31]([C:38]3[CH:39]=[CH:40][CH:41]=[CH:42][CH:43]=3)[C:32]3[CH:37]=[CH:36][CH:35]=[CH:34][CH:33]=3)[NH:26][C:27]([O:29][CH3:30])=[O:28])(=[O:12])=[O:11])[CH:8]=[CH:9][C:4]=2[N:3]=[CH:2]1. The yield is 0.990. (2) The reactants are [Cl:1][C:2]1[CH:3]=[CH:4][C:5](C)=[C:6]([CH:10]=1)[C:7]([OH:9])=O.C1N=CN([C:17](N2C=NC=C2)=[O:18])C=1.[C:24]([O:30][CH2:31][CH3:32])(=[O:29])[CH2:25]C([O-])=O.[K+].[Cl-].[Mg+2].[Cl-]. The catalyst is O1CCCC1. The product is [Cl:1][C:2]1[CH:3]=[CH:4][C:5]([O:18][CH3:17])=[C:6]([C:7](=[O:9])[CH2:25][C:24]([O:30][CH2:31][CH3:32])=[O:29])[CH:10]=1. The yield is 1.18. (3) The reactants are [C-]#N.[Na+].[Cl:4][C:5]1[CH:10]=[C:9]([C:11]([OH:13])=[O:12])[CH:8]=[CH:7][C:6]=1[CH2:14][C:15]#[N:16].NC(=N)O. The catalyst is CN(C=O)C.O.C(OCC)(=O)C.C(Cl)Cl. The product is [C:6]([O:12][C:11](=[O:13])[C:9]1[CH:8]=[CH:7][C:6]([CH2:14][C:15]#[N:16])=[C:5]([Cl:4])[CH:10]=1)([CH3:14])([CH3:7])[CH3:5]. The yield is 0.470. (4) The reactants are BrC1C=C2C(=CC=1)C=C([C:12]1[NH:16][C:15]([C@@H:17]3[CH2:21][C@H:20]([C:22]#[N:23])[CH2:19][N:18]3[C:24]([O:26][C:27]([CH3:30])([CH3:29])[CH3:28])=[O:25])=[N:14][CH:13]=1)C=C2.[O:31]=[C:32]1[CH:43]2[C:44]3[N:36]([CH:37]=[CH:38][C:39]=3[CH2:40][CH2:41][C@@H:42]2[NH:45][C:46](=[O:49])[O:47][CH3:48])[CH2:35][C@@H:34]([C:50]2[NH:51][C:52]([C:55]3[CH:60]=[CH:59][C:58](B4OC(C)(C)C(C)(C)O4)=[CH:57][CH:56]=3)=[CH:53][N:54]=2)[CH2:33]1.[O-]P([O-])([O-])=O.[K+].[K+].[K+].CC(OC1C=[CH:86][CH:85]=[C:84](OC(C)C)[C:83]=1[C:92]1[C:97](P(C2CCCCC2)C2CCCCC2)=[CH:96][CH:95]=[CH:94][CH:93]=1)C. The catalyst is CC([O-])=O.CC([O-])=O.[Pd+2].CCCCO.O. The product is [C:27]([O:26][C:24]([N:18]1[CH2:19][C@@H:20]([C:22]#[N:23])[CH2:21][C@H:17]1[C:15]1[NH:16][C:12]([C:85]2[CH:84]=[CH:83][C:92]3[C:93](=[CH:94][CH:95]=[C:96]([C:58]4[CH:57]=[CH:56][C:55]([C:52]5[NH:51][C:50]([C@@H:34]6[CH2:35][N:36]7[C:44]8[CH:43]([C@@H:42]([NH:45][C:46]([O:47][CH3:48])=[O:49])[CH2:41][CH2:40][C:39]=8[CH:38]=[CH:37]7)[C:32](=[O:31])[CH2:33]6)=[N:54][CH:53]=5)=[CH:60][CH:59]=4)[CH:97]=3)[CH:86]=2)=[CH:13][N:14]=1)=[O:25])([CH3:30])([CH3:29])[CH3:28]. The yield is 0.310. (5) The reactants are N([O-])=O.[Na+].N[C:6]1[C:15]([Cl:16])=[CH:14][C:13]([N:17]([C:22]2[C:41]([CH:42]3[CH2:44][CH2:43]3)=[CH:40][C:25]3[C:26]([C:36](=[O:39])[NH:37][CH3:38])=[C:27]([C:29]4[CH:34]=[CH:33][C:32]([F:35])=[CH:31][CH:30]=4)[O:28][C:24]=3[CH:23]=2)[S:18]([CH3:21])(=[O:20])=[O:19])=[CH:12][C:7]=1[C:8]([O:10][CH3:11])=[O:9].[BrH:45]. The catalyst is C(#N)C.CCOC(C)=O.O.[Cu]Br. The product is [Br:45][C:6]1[C:15]([Cl:16])=[CH:14][C:13]([N:17]([C:22]2[C:41]([CH:42]3[CH2:44][CH2:43]3)=[CH:40][C:25]3[C:26]([C:36](=[O:39])[NH:37][CH3:38])=[C:27]([C:29]4[CH:34]=[CH:33][C:32]([F:35])=[CH:31][CH:30]=4)[O:28][C:24]=3[CH:23]=2)[S:18]([CH3:21])(=[O:20])=[O:19])=[CH:12][C:7]=1[C:8]([O:10][CH3:11])=[O:9]. The yield is 0.860. (6) The reactants are [NH2:1][C:2]1[CH:6]=[C:5]([C:7]([NH:9][C:10]2[CH:15]=[CH:14][CH:13]=[C:12]([F:16])[CH:11]=2)=[O:8])[NH:4][N:3]=1.O1CCOCC1.Cl[C:24]1[C:33]2[C:28](=[CH:29][C:30]([O:36][CH2:37][CH2:38][CH2:39][Cl:40])=[C:31]([O:34][CH3:35])[CH:32]=2)[N:27]=[CH:26][N:25]=1.ClCCl. The catalyst is CC(N(C)C)=O.Cl. The product is [Cl:40][CH2:39][CH2:38][CH2:37][O:36][C:30]1[CH:29]=[C:28]2[C:33]([C:24]([NH:1][C:2]3[CH:6]=[C:5]([C:7]([NH:9][C:10]4[CH:15]=[CH:14][CH:13]=[C:12]([F:16])[CH:11]=4)=[O:8])[NH:4][N:3]=3)=[N:25][CH:26]=[N:27]2)=[CH:32][C:31]=1[O:34][CH3:35]. The yield is 0.810.